From a dataset of Forward reaction prediction with 1.9M reactions from USPTO patents (1976-2016). Predict the product of the given reaction. Given the reactants [BH4-].[Na+].CO.C([O:8][CH2:9][C:10]([CH3:52])([CH3:51])[CH2:11][N:12]1[C:18]2[CH:19]=[CH:20][C:21]([Cl:23])=[CH:22][C:17]=2[C@@H:16]([C:24]2[CH:29]=[CH:28][CH:27]=[C:26]([O:30][CH3:31])[C:25]=2[O:32][CH3:33])[O:15][C@H:14]([CH2:34][C:35]([C:37]2[CH:42]=[CH:41][C:40]([CH2:43][CH2:44][C:45]([O:47]CC)=[O:46])=[CH:39][CH:38]=2)=[O:36])[C:13]1=[O:50])(=O)C.Cl, predict the reaction product. The product is: [Cl:23][C:21]1[CH:20]=[CH:19][C:18]2[N:12]([CH2:11][C:10]([CH3:51])([CH3:52])[CH2:9][OH:8])[C:13](=[O:50])[C@@H:14]([CH2:34][CH:35]([C:37]3[CH:42]=[CH:41][C:40]([CH2:43][CH2:44][C:45]([OH:47])=[O:46])=[CH:39][CH:38]=3)[OH:36])[O:15][C@H:16]([C:24]3[CH:29]=[CH:28][CH:27]=[C:26]([O:30][CH3:31])[C:25]=3[O:32][CH3:33])[C:17]=2[CH:22]=1.